From a dataset of Forward reaction prediction with 1.9M reactions from USPTO patents (1976-2016). Predict the product of the given reaction. (1) The product is: [CH2:13]([O:15][C:16]1[CH:21]=[CH:20][CH:19]=[CH:18][C:17]=1[C:2]1[CH:9]=[CH:8][C:5]([C:6]#[N:7])=[CH:4][C:3]=1[N+:10]([O-:12])=[O:11])[CH3:14]. Given the reactants Br[C:2]1[CH:9]=[CH:8][C:5]([C:6]#[N:7])=[CH:4][C:3]=1[N+:10]([O-:12])=[O:11].[CH2:13]([O:15][C:16]1[CH:21]=[CH:20][CH:19]=[CH:18][C:17]=1B(O)O)[CH3:14].[F-].[K+], predict the reaction product. (2) Given the reactants [CH3:1][C:2]1([CH3:37])[C:10]2[C:5](=[CH:6][C:7]([NH:11][C:12]3[N:28]=[C:15]4[CH:16]=[CH:17][CH:18]=[C:19]([C:20]([CH:22]5[CH2:27][CH2:26][O:25][CH2:24][CH2:23]5)=O)[N:14]4[N:13]=3)=[CH:8][CH:9]=2)[N:4](C(OC(C)(C)C)=O)[C:3]1=[O:36].[C:38]1(P(C2C=CC=CC=2)C2C3OC4C(=CC=CC=4P(C4C=CC=CC=4)C4C=CC=CC=4)C(C)(C)C=3C=CC=2)C=CC=CC=1.NC1C=C2C(C(C)(C)C(=O)N2C(OC(C)(C)C)=O)=CC=1.BrC1N=C2C=CC=C(C(C3CCOCC3)=O)N2N=1.C(=O)([O-])[O-].[K+].[K+], predict the reaction product. The product is: [CH3:1][C:2]1([CH3:37])[C:10]2[C:5](=[CH:6][C:7]([NH:11][C:12]3[N:28]=[C:15]4[CH:16]=[CH:17][CH:18]=[C:19]([CH:20]([CH:22]5[CH2:23][CH2:24][O:25][CH2:26][CH2:27]5)[CH3:38])[N:14]4[N:13]=3)=[CH:8][CH:9]=2)[NH:4][C:3]1=[O:36]. (3) Given the reactants [Cl:1][C:2]1[CH:3]=[C:4]([C@@H:8]([OH:27])[CH2:9][NH:10][CH2:11][CH2:12][C:13]2[CH:26]=[CH:25][C:16]([CH2:17][C:18]3[CH:23]=[CH:22][C:21]([OH:24])=[CH:20][CH:19]=3)=[CH:15][CH:14]=2)[CH:5]=[CH:6][CH:7]=1.[C:28](O[C:28]([O:30][C:31]([CH3:34])([CH3:33])[CH3:32])=[O:29])([O:30][C:31]([CH3:34])([CH3:33])[CH3:32])=[O:29], predict the reaction product. The product is: [Cl:1][C:2]1[CH:3]=[C:4]([C@@H:8]([OH:27])[CH2:9][N:10]([CH2:11][CH2:12][C:13]2[CH:14]=[CH:15][C:16]([CH2:17][C:18]3[CH:19]=[CH:20][C:21]([OH:24])=[CH:22][CH:23]=3)=[CH:25][CH:26]=2)[C:28](=[O:29])[O:30][C:31]([CH3:34])([CH3:33])[CH3:32])[CH:5]=[CH:6][CH:7]=1. (4) Given the reactants [Br:1][C:2]1[C:10]2[C:5](=[CH:6][C:7]([N+:13]([O-:15])=[O:14])=[C:8]([CH2:11][NH2:12])[CH:9]=2)[N:4]([C:16]([C:29]2[CH:34]=[CH:33][CH:32]=[CH:31][CH:30]=2)([C:23]2[CH:28]=[CH:27][CH:26]=[CH:25][CH:24]=2)[C:17]2[CH:22]=[CH:21][CH:20]=[CH:19][CH:18]=2)[N:3]=1.[S:35]1[CH:39]=[C:38]([CH:40]=O)[N:37]=[CH:36]1.C([BH3-])#N.[Na+], predict the reaction product. The product is: [Br:1][C:2]1[C:10]2[C:5](=[CH:6][C:7]([N+:13]([O-:15])=[O:14])=[C:8]([CH2:11][NH:12][CH2:40][C:38]3[N:37]=[CH:36][S:35][CH:39]=3)[CH:9]=2)[N:4]([C:16]([C:29]2[CH:34]=[CH:33][CH:32]=[CH:31][CH:30]=2)([C:23]2[CH:24]=[CH:25][CH:26]=[CH:27][CH:28]=2)[C:17]2[CH:22]=[CH:21][CH:20]=[CH:19][CH:18]=2)[N:3]=1.